Dataset: TCR-epitope binding with 47,182 pairs between 192 epitopes and 23,139 TCRs. Task: Binary Classification. Given a T-cell receptor sequence (or CDR3 region) and an epitope sequence, predict whether binding occurs between them. (1) The epitope is SSNVANYQK. The TCR CDR3 sequence is CASSNNLGTDTQYF. Result: 0 (the TCR does not bind to the epitope). (2) The epitope is KPLEFGATSAAL. The TCR CDR3 sequence is CASSPFKRASETQYF. Result: 0 (the TCR does not bind to the epitope). (3) The epitope is ISPRTLNAW. The TCR CDR3 sequence is CASSFGSGLAGGNFYNEQFF. Result: 0 (the TCR does not bind to the epitope). (4) The epitope is KLWAQCVQL. The TCR CDR3 sequence is CASRVWGSSTGELFF. Result: 1 (the TCR binds to the epitope). (5) Result: 1 (the TCR binds to the epitope). The epitope is FLPRVFSAV. The TCR CDR3 sequence is CASSPGLSNTGELFF. (6) The epitope is LLSAGIFGA. The TCR CDR3 sequence is CATSASGGELFF. Result: 0 (the TCR does not bind to the epitope). (7) The epitope is LLWNGPMAV. The TCR CDR3 sequence is CATGLAGGNEQFF. Result: 1 (the TCR binds to the epitope). (8) The epitope is GTSGSPIIDK. The TCR CDR3 sequence is CASSPEGGPMNTEAFF. Result: 0 (the TCR does not bind to the epitope). (9) The epitope is KLNVGDYFV. The TCR CDR3 sequence is CASSDYQPGLAGSEQFF. Result: 1 (the TCR binds to the epitope).